This data is from Forward reaction prediction with 1.9M reactions from USPTO patents (1976-2016). The task is: Predict the product of the given reaction. (1) Given the reactants C1C2C(COC([N:18]3[CH2:23][C@@H:22]([NH:24][CH2:25][CH:26]4[CH2:28][CH2:27]4)[CH2:21][C@@H:20]([C:29](=[O:49])[N:30]([CH:46]4[CH2:48][CH2:47]4)[CH2:31][C:32]4[C:40]5[C:35](=[CH:36][CH:37]=[CH:38][CH:39]=5)[N:34]([CH2:41][CH2:42][CH2:43][O:44][CH3:45])[CH:33]=4)[CH2:19]3)=O)C3C(=CC=CC=3)C=2C=CC=1.[C:50](Cl)(=[O:55])[C:51]([CH3:54])([CH3:53])[CH3:52], predict the reaction product. The product is: [CH:46]1([N:30]([CH2:31][C:32]2[C:40]3[C:35](=[CH:36][CH:37]=[CH:38][CH:39]=3)[N:34]([CH2:41][CH2:42][CH2:43][O:44][CH3:45])[CH:33]=2)[C:29]([C@@H:20]2[CH2:21][C@H:22]([N:24]([CH2:25][CH:26]3[CH2:27][CH2:28]3)[C:50](=[O:55])[C:51]([CH3:54])([CH3:53])[CH3:52])[CH2:23][NH:18][CH2:19]2)=[O:49])[CH2:47][CH2:48]1. (2) The product is: [CH2:1]([O:8][C@H:9]1[C@H:16]([O:17][CH2:18][C:19]2[CH:20]=[CH:21][CH:22]=[CH:23][CH:24]=2)[C@@H:15]([CH2:25][OH:26])[O:14][C@@H:11]([O:12][CH3:13])[C@@H:10]1[O:35][Si:36]([C:39]([CH3:42])([CH3:41])[CH3:40])([CH3:38])[CH3:37])[C:2]1[CH:7]=[CH:6][CH:5]=[CH:4][CH:3]=1. Given the reactants [CH2:1]([O:8][C@H:9]1[C@H:16]([O:17][CH2:18][C:19]2[CH:24]=[CH:23][CH:22]=[CH:21][CH:20]=2)[C@@H:15]([CH2:25][O:26]CC2C=CC(Cl)=CC=2)[O:14][C@@H:11]([O:12][CH3:13])[C@@H:10]1[O:35][Si:36]([C:39]([CH3:42])([CH3:41])[CH3:40])([CH3:38])[CH3:37])[C:2]1[CH:7]=[CH:6][CH:5]=[CH:4][CH:3]=1.CNC1C=CC=CC=1.CC([O-])(C)C.[Na+], predict the reaction product.